From a dataset of Full USPTO retrosynthesis dataset with 1.9M reactions from patents (1976-2016). Predict the reactants needed to synthesize the given product. (1) Given the product [NH2:14][C:16]1[CH:17]=[C:18]2[C:23](=[CH:24][C:25]=1[F:26])[C:22](=[O:27])[N:21]([C:28]1[CH:29]=[CH:30][C:31]([NH:7][C:5]([NH:4][S:1]([C:41]3[S:42][C:38]([CH2:36][CH3:37])=[CH:39][CH:40]=3)(=[O:3])=[O:2])=[O:6])=[CH:32][CH:33]=1)[CH:20]=[CH:19]2, predict the reactants needed to synthesize it. The reactants are: [S:1](=[N:4][C:5]([NH2:7])=[O:6])(=[O:3])=[O:2].C(OC(=O)[N:14]([C:16]1[CH:17]=[C:18]2[C:23](=[CH:24][C:25]=1[F:26])[C:22](=[O:27])[N:21]([C:28]1[CH:33]=[CH:32][C:31](N)=[CH:30][CH:29]=1)[CH:20]=[CH:19]2)C)(C)(C)C.[CH2:36]([C:38]1[S:42][C:41](S(N)(=O)=O)=[CH:40][CH:39]=1)[CH3:37]. (2) Given the product [NH:6]([C:13]1[N:18]=[C:17]([C:19]2[N:23]([CH:24]([CH3:25])[CH3:26])[C:22]([C:27](=[O:28])[C:33]3[CH:38]=[CH:37][CH:36]=[CH:35][CH:34]=3)=[N:21][CH:20]=2)[CH:16]=[CH:15][N:14]=1)[C:7]1[CH:12]=[CH:11][CH:10]=[CH:9][CH:8]=1, predict the reactants needed to synthesize it. The reactants are: C([Li])CCC.[NH:6]([C:13]1[N:18]=[C:17]([C:19]2[N:23]([CH:24]([CH3:26])[CH3:25])[C:22]([CH:27]=[O:28])=[N:21][CH:20]=2)[CH:16]=[CH:15][N:14]=1)[C:7]1[CH:12]=[CH:11][CH:10]=[CH:9][CH:8]=1.CON(C)C(=O)[C:33]1[CH:38]=[CH:37][CH:36]=[CH:35][CH:34]=1. (3) Given the product [F:8][C:9]1[CH:14]=[CH:13][C:12]([CH2:15][C:16]2[S:22][C:20]([NH2:21])=[N:19][N:18]=2)=[CH:11][CH:10]=1, predict the reactants needed to synthesize it. The reactants are: S(=O)(=O)(O)O.[Cl-].[Na+].[F:8][C:9]1[CH:14]=[CH:13][C:12]([CH2:15][C:16]([NH:18][NH:19][C:20](=[S:22])[NH2:21])=O)=[CH:11][CH:10]=1.[OH-].[Na+]. (4) Given the product [CH2:9]1[C:10]2[C:15](=[CH:14][CH:13]=[CH:12][CH:11]=2)[CH:7]=[C:8]1[PH2:16], predict the reactants needed to synthesize it. The reactants are: [H-].[H-].[H-].[H-].[Li+].[Al+3].[CH2:7]1[C:15]2[C:10](=[CH:11][CH:12]=[CH:13][CH:14]=2)[CH:9]=[C:8]1[P:16](=O)(OCC)OCC.O. (5) Given the product [CH:44]([N:27]([CH2:26][C@H:10]1[C@H:11]([CH2:13][CH:14]([C:17](=[O:25])[NH:18][CH:19]2[CH2:24][CH2:23][O:22][CH2:21][CH2:20]2)[CH2:15][CH3:16])[CH2:12][NH:8][CH2:9]1)[C:28](=[O:43])[C:29]1[CH:34]=[CH:33][C:32]([O:35][CH3:36])=[C:31]([O:37][CH2:38][CH2:39][CH2:40][O:41][CH3:42])[CH:30]=1)([CH3:45])[CH3:46], predict the reactants needed to synthesize it. The reactants are: C(OC([N:8]1[CH2:12][C@@H:11]([CH2:13][CH:14]([C:17](=[O:25])[NH:18][CH:19]2[CH2:24][CH2:23][O:22][CH2:21][CH2:20]2)[CH2:15][CH3:16])[C@H:10]([CH2:26][N:27]([CH:44]([CH3:46])[CH3:45])[C:28](=[O:43])[C:29]2[CH:34]=[CH:33][C:32]([O:35][CH3:36])=[C:31]([O:37][CH2:38][CH2:39][CH2:40][O:41][CH3:42])[CH:30]=2)[CH2:9]1)=O)(C)(C)C.CC#N.O. (6) Given the product [NH2:7][CH2:6][C:5]1[C:4]([F:30])=[CH:3][C:2]([Cl:1])=[C:15]([C:16]2[NH:20][C:19](=[O:21])[N:18]([CH:22]3[CH2:27][CH2:26][C:25]([CH3:28])([CH3:29])[CH2:24][CH2:23]3)[N:17]=2)[CH:14]=1, predict the reactants needed to synthesize it. The reactants are: [Cl:1][C:2]1[C:15]([C:16]2[NH:20][C:19](=[O:21])[N:18]([CH:22]3[CH2:27][CH2:26][C:25]([CH3:29])([CH3:28])[CH2:24][CH2:23]3)[N:17]=2)=[CH:14][C:5]([CH2:6][NH:7]C(=O)C(F)(F)F)=[C:4]([F:30])[CH:3]=1.[OH-].[K+].O. (7) Given the product [CH2:1]([O:3][C:4]([CH2:6][N:7]1[CH:11]=[C:10](/[CH:12]=[C:13]2\[CH2:14][N:15]([C:20]([C:21]3[CH:26]=[CH:25][CH:24]=[CH:23][CH:22]=3)([C:33]3[CH:38]=[CH:37][CH:36]=[CH:35][CH:34]=3)[C:27]3[CH:28]=[CH:29][CH:30]=[CH:31][CH:32]=3)[CH2:16][CH2:17][CH:18]\2[OH:19])[CH:9]=[N:8]1)=[O:5])[CH3:2], predict the reactants needed to synthesize it. The reactants are: [CH2:1]([O:3][C:4]([CH2:6][N:7]1[CH:11]=[C:10](/[CH:12]=[C:13]2\[CH2:14][N:15]([C:20]([C:33]3[CH:38]=[CH:37][CH:36]=[CH:35][CH:34]=3)([C:27]3[CH:32]=[CH:31][CH:30]=[CH:29][CH:28]=3)[C:21]3[CH:26]=[CH:25][CH:24]=[CH:23][CH:22]=3)[CH2:16][CH2:17][C:18]\2=[O:19])[CH:9]=[N:8]1)=[O:5])[CH3:2].[BH4-].[Na+].[Cl-].[NH4+].